Regression. Given a peptide amino acid sequence and an MHC pseudo amino acid sequence, predict their binding affinity value. This is MHC class II binding data. From a dataset of Peptide-MHC class II binding affinity with 134,281 pairs from IEDB. The peptide sequence is GNIVAVDIKPKDSDE. The MHC is DRB1_0301 with pseudo-sequence DRB1_0301. The binding affinity (normalized) is 0.608.